From a dataset of Peptide-MHC class I binding affinity with 185,985 pairs from IEDB/IMGT. Regression. Given a peptide amino acid sequence and an MHC pseudo amino acid sequence, predict their binding affinity value. This is MHC class I binding data. (1) The peptide sequence is YIKFIFLQM. The MHC is HLA-B15:01 with pseudo-sequence HLA-B15:01. The binding affinity (normalized) is 0.334. (2) The peptide sequence is TEVDRTEAK. The MHC is HLA-B44:02 with pseudo-sequence HLA-B44:02. The binding affinity (normalized) is 0.0810. (3) The peptide sequence is LTFLSGGDL. The MHC is HLA-A02:01 with pseudo-sequence HLA-A02:01. The binding affinity (normalized) is 0.0902. (4) The peptide sequence is FEITGTMRKL. The MHC is Mamu-A11 with pseudo-sequence Mamu-A11. The binding affinity (normalized) is 1.00. (5) The peptide sequence is MFINDVHAL. The MHC is HLA-B15:17 with pseudo-sequence HLA-B15:17. The binding affinity (normalized) is 0.0847.